Dataset: Experimentally validated miRNA-target interactions with 360,000+ pairs, plus equal number of negative samples. Task: Binary Classification. Given a miRNA mature sequence and a target amino acid sequence, predict their likelihood of interaction. The miRNA is hsa-miR-874-3p with sequence CUGCCCUGGCCCGAGGGACCGA. The protein sequence of the target gene is MPNVAETERSNDSGNGEHKSERKSPEENLQGAVKSFCTSASGAPLGPKGDGHYPWSCPVTHTREKIYAICSDYAFLNQATSIYKTPNPSRSPCLPDSTSLSAGNNSSRYIGIPTSTSEIIYNEENSLENLSNSLGKLPLAWEIDKSEFDGVTTNSKHKSGNAKKQVSKRKTSDKKGRYQKECPQHSPLEDIKQRKVLDLRRWYCISRPQYKTSCGISSLISCWNFLYSTMGAGNLPPITQEEALHILGFQPPFEDIRFGPFTGNTTLMRWFRQINDHFHVKGCSYVLYKPHGKNKTAGET.... Result: 1 (interaction).